Predict the reactants needed to synthesize the given product. From a dataset of Full USPTO retrosynthesis dataset with 1.9M reactions from patents (1976-2016). (1) The reactants are: [Cl:1][C:2]1[CH:10]=[C:9]2[C:5]([CH:6]=[CH:7][NH:8]2)=[CH:4][CH:3]=1.[Cl:11][C:12]1[CH:17]=[CH:16][C:15](I)=[CH:14][CH:13]=1. Given the product [Cl:1][C:2]1[CH:10]=[C:9]2[C:5]([CH:6]=[CH:7][N:8]2[C:15]2[CH:16]=[CH:17][C:12]([Cl:11])=[CH:13][CH:14]=2)=[CH:4][CH:3]=1, predict the reactants needed to synthesize it. (2) Given the product [C:1]([OH:15])(=[O:14])[C:2]1[CH:13]=[CH:9][CH:8]=[C:4]([C:5]([OH:7])=[O:6])[CH:3]=1, predict the reactants needed to synthesize it. The reactants are: [C:1]([OH:15])(=[O:14])[C:2]1[CH:13]=[C:9](C(O)=O)[CH:8]=[C:4]([C:5]([OH:7])=[O:6])[CH:3]=1.C(N(CC)CC)C.C(OCCOC(=O)C(C)=C)(=O)C(C)=C.N(C(C)(CC(C)C)C#N)=NC(C)(CC(C)C)C#N. (3) Given the product [CH2:22]([O:24][C:25](=[O:31])/[CH:26]=[CH:27]/[C:28]([N:7]1[C:6]2[CH:14]=[C:2]([Cl:1])[CH:3]=[CH:4][C:5]=2[O:10][CH:9]([CH:11]([CH3:12])[CH3:13])[CH2:8]1)=[O:29])[CH3:23], predict the reactants needed to synthesize it. The reactants are: [Cl:1][C:2]1[CH:3]=[CH:4][C:5]2[O:10][CH:9]([CH:11]([CH3:13])[CH3:12])[CH2:8][NH:7][C:6]=2[CH:14]=1.C(N(CC)CC)C.[CH2:22]([O:24][C:25](=[O:31])/[CH:26]=[CH:27]/[C:28](Cl)=[O:29])[CH3:23].O.